Dataset: TCR-epitope binding with 47,182 pairs between 192 epitopes and 23,139 TCRs. Task: Binary Classification. Given a T-cell receptor sequence (or CDR3 region) and an epitope sequence, predict whether binding occurs between them. (1) The epitope is ITEEVGHTDLMAAY. The TCR CDR3 sequence is CASSPTRQGGFAAQYF. Result: 1 (the TCR binds to the epitope). (2) The epitope is GVAMPNLYK. The TCR CDR3 sequence is CASSNSLGGYTF. Result: 0 (the TCR does not bind to the epitope). (3) The epitope is FLPRVFSAV. The TCR CDR3 sequence is CASSQDGFTSGNTIYF. Result: 1 (the TCR binds to the epitope). (4) The epitope is EILDITPCSF. The TCR CDR3 sequence is CASSLGANTGELFF. Result: 1 (the TCR binds to the epitope). (5) The TCR CDR3 sequence is CATSRDPQYQPQHF. Result: 1 (the TCR binds to the epitope). The epitope is CINGVCWTV.